From a dataset of Reaction yield outcomes from USPTO patents with 853,638 reactions. Predict the reaction yield, written as a fraction of the theoretical maximum amount of product (1.0 means a 100% yield; for example, 0.34 means a 34% yield). The reactants are [CH3:1][C:2]1[C:7]([C:8]2[C:16]3[O:15][CH2:14][C@@H:13]([NH:17][C:18]4[CH:30]=[CH:29][C:21]5[C@H:22]([CH2:25][C:26]([OH:28])=[O:27])[CH2:23][O:24][C:20]=5[CH:19]=4)[C:12]=3[CH:11]=[CH:10][CH:9]=2)=[C:6]([CH3:31])[N:5]=[C:4]([N:32]2[CH2:36][CH2:35][CH2:34][CH2:33]2)[N:3]=1.[OH-].[Na+:38].C(#N)C. The catalyst is CO. The product is [CH3:31][C:6]1[C:7]([C:8]2[C:16]3[O:15][CH2:14][C@@H:13]([NH:17][C:18]4[CH:30]=[CH:29][C:21]5[C@H:22]([CH2:25][C:26]([O-:28])=[O:27])[CH2:23][O:24][C:20]=5[CH:19]=4)[C:12]=3[CH:11]=[CH:10][CH:9]=2)=[C:2]([CH3:1])[N:3]=[C:4]([N:32]2[CH2:36][CH2:35][CH2:34][CH2:33]2)[N:5]=1.[Na+:38]. The yield is 0.910.